Predict the reactants needed to synthesize the given product. From a dataset of Full USPTO retrosynthesis dataset with 1.9M reactions from patents (1976-2016). (1) Given the product [NH2:1][C@H:4]1[CH2:8][N:7]([C:9]([O:11][C:12]([CH3:15])([CH3:14])[CH3:13])=[O:10])[C@@H:6]([CH3:16])[CH2:5]1, predict the reactants needed to synthesize it. The reactants are: [N:1]([C@H:4]1[CH2:8][N:7]([C:9]([O:11][C:12]([CH3:15])([CH3:14])[CH3:13])=[O:10])[C@@H:6]([CH3:16])[CH2:5]1)=[N+]=[N-]. (2) Given the product [CH3:3][O:4][C:5](=[O:16])[C:6]1[CH:12]=[C:11]([C:13](=[O:15])[CH3:14])[CH:10]=[CH:9][C:7]=1[O:8][CH3:17], predict the reactants needed to synthesize it. The reactants are: CI.[CH3:3][O:4][C:5](=[O:16])[C:6]1[C:7](=[CH:9][CH:10]=[C:11]([C:13](=[O:15])[CH3:14])[CH:12]=1)[OH:8].[C:17](=O)([O-])[O-].[Na+].[Na+].Cl. (3) Given the product [C:1]([S:4][CH:5]([CH2:9][C:10]1[CH:15]=[CH:14][CH:13]=[CH:12][CH:11]=1)[C:6]([O:8][CH3:18])=[O:7])(=[O:3])[CH3:2], predict the reactants needed to synthesize it. The reactants are: [C:1]([S:4][CH:5]([CH2:9][C:10]1[CH:15]=[CH:14][CH:13]=[CH:12][CH:11]=1)[C:6]([OH:8])=[O:7])(=[O:3])[CH3:2].CO.[CH3:18][Si](C=[N+]=[N-])(C)C.CCCCCC.